This data is from Peptide-MHC class I binding affinity with 185,985 pairs from IEDB/IMGT. The task is: Regression. Given a peptide amino acid sequence and an MHC pseudo amino acid sequence, predict their binding affinity value. This is MHC class I binding data. (1) The peptide sequence is SESTIDIIL. The MHC is HLA-B08:03 with pseudo-sequence HLA-B08:03. The binding affinity (normalized) is 0.0847. (2) The peptide sequence is SVDGFRASY. The MHC is HLA-A01:01 with pseudo-sequence HLA-A01:01. The binding affinity (normalized) is 0.808. (3) The peptide sequence is IGFAFYML. The MHC is H-2-Db with pseudo-sequence H-2-Db. The binding affinity (normalized) is 0.296. (4) The peptide sequence is APRRRDEEL. The MHC is HLA-B44:02 with pseudo-sequence HLA-B44:02. The binding affinity (normalized) is 0.0847. (5) The peptide sequence is EKLKSLFNTV. The MHC is HLA-A02:06 with pseudo-sequence HLA-A02:06. The binding affinity (normalized) is 0.460. (6) The peptide sequence is GLSPTVWLSV. The MHC is Patr-A0401 with pseudo-sequence Patr-A0401. The binding affinity (normalized) is 0.168. (7) The peptide sequence is AVANCVRNL. The MHC is HLA-A33:01 with pseudo-sequence HLA-A33:01. The binding affinity (normalized) is 0. (8) The peptide sequence is SFQQTNAMV. The MHC is HLA-A02:01 with pseudo-sequence HLA-A02:01. The binding affinity (normalized) is 0.0420.